Predict which catalyst facilitates the given reaction. From a dataset of Catalyst prediction with 721,799 reactions and 888 catalyst types from USPTO. (1) Reactant: [CH2:1]([N:5]1[CH:9]=[C:8]([C:10]([O:12]C)=O)[N:7]=[N:6]1)[CH2:2][C:3]#[CH:4].[N:14]1[CH:19]=[CH:18][CH:17]=[CH:16][C:15]=1[CH2:20][NH2:21]. Product: [CH2:1]([N:5]1[CH:9]=[C:8]([C:10]([NH:21][CH2:20][C:15]2[CH:16]=[CH:17][CH:18]=[CH:19][N:14]=2)=[O:12])[N:7]=[N:6]1)[CH2:2][C:3]#[CH:4]. The catalyst class is: 5. (2) Reactant: S(=O)(=O)(O)O.[Br:6][CH2:7][CH2:8][OH:9].[CH:10](O)([C:17]1[CH:22]=[CH:21][CH:20]=[CH:19][CH:18]=1)[C:11]1[CH:16]=[CH:15][CH:14]=[CH:13][CH:12]=1. Product: [Br:6][CH2:7][CH2:8][O:9][CH:10]([C:11]1[CH:16]=[CH:15][CH:14]=[CH:13][CH:12]=1)[C:17]1[CH:22]=[CH:21][CH:20]=[CH:19][CH:18]=1. The catalyst class is: 11. (3) Reactant: FC(F)(F)C([NH:5][CH2:6][C:7]1[CH:12]=[CH:11][C:10]([F:13])=[C:9]([CH:14]2[CH2:19][CH2:18][N:17]([C:20]([C:22]3[C:30]4[C:25](=[C:26]([Cl:31])[CH:27]=[CH:28][CH:29]=4)[N:24]([CH2:32][CH2:33][O:34][C:35]([F:38])([F:37])[F:36])[CH:23]=3)=[O:21])[CH2:16][CH2:15]2)[CH:8]=1)=O.C([O-])([O-])=O.[K+].[K+]. Product: [ClH:31].[NH2:5][CH2:6][C:7]1[CH:12]=[CH:11][C:10]([F:13])=[C:9]([CH:14]2[CH2:19][CH2:18][N:17]([C:20]([C:22]3[C:30]4[C:25](=[C:26]([Cl:31])[CH:27]=[CH:28][CH:29]=4)[N:24]([CH2:32][CH2:33][O:34][C:35]([F:38])([F:36])[F:37])[CH:23]=3)=[O:21])[CH2:16][CH2:15]2)[CH:8]=1. The catalyst class is: 24. (4) Reactant: [I:1][C:2]1[CH:3]=[C:4]([OH:8])[CH:5]=[CH:6][CH:7]=1.O[CH2:10][CH2:11][N:12]1[CH2:17][CH2:16][O:15][CH2:14][CH2:13]1.C1C=CC(P(C2C=CC=CC=2)C2C=CC=CC=2)=CC=1.CC(OC(/N=N/C(OC(C)C)=O)=O)C. Product: [N:12]1([CH2:11][CH2:10][O:8][C:4]2[CH:3]=[C:2]([I:1])[CH:7]=[CH:6][CH:5]=2)[CH2:17][CH2:16][O:15][CH2:14][CH2:13]1. The catalyst class is: 1. (5) The catalyst class is: 657. Reactant: S(OOS([O-])(=O)=O)([O-])(=O)=O.[NH4+].[NH4+].O.O.O.O.O.O.O.OP([O-])([O-])=O.[Na+].[Na+].[F:27][C:28]([F:51])([C:32]([F:50])([F:49])C(F)(F)C(F)(F)[C:35]([F:44])([F:43])[C:36](F)([F:41])[C:37]([F:40])([F:39])[F:38])C([O-])=O.[NH4+].FC(F)=C(F)F.C(F)(F)=C.FC(F)(F)C(F)=C(F)F. Product: [F:38][C:37]([F:40])([F:39])[C:36]([F:41])=[C:35]([F:44])[F:43].[F:27][C:28]([F:51])=[C:32]([F:50])[F:49]. (6) Product: [NH:12]1[C:11]2[CH:10]=[CH:9][CH:8]=[C:3]([C:4]([O:6][CH3:7])=[O:5])[C:2]=2[N:1]=[CH:15]1. Reactant: [NH2:1][C:2]1[C:11]([N+:12]([O-])=O)=[CH:10][CH:9]=[CH:8][C:3]=1[C:4]([O:6][CH3:7])=[O:5].[CH:15](O)=O. The catalyst class is: 45. (7) Reactant: [H-].[H-].[H-].[H-].[Li+].[Al+3].C([O:9][C:10](=O)[CH2:11][CH:12]1[CH2:17][CH2:16][CH2:15][N:14]([CH2:18][CH:19]2[O:24][C:23]3[CH:25]=[CH:26][CH:27]=[CH:28][C:22]=3[O:21][CH2:20]2)[CH2:13]1)C.O. Product: [O:24]1[C:23]2[CH:25]=[CH:26][CH:27]=[CH:28][C:22]=2[O:21][CH2:20][CH:19]1[CH2:18][N:14]1[CH2:15][CH2:16][CH2:17][CH:12]([CH2:11][CH2:10][OH:9])[CH2:13]1. The catalyst class is: 1.